This data is from Reaction yield outcomes from USPTO patents with 853,638 reactions. The task is: Predict the reaction yield, written as a fraction of the theoretical maximum amount of product (1.0 means a 100% yield; for example, 0.34 means a 34% yield). (1) The reactants are [Si]([O:8][CH2:9][CH2:10][C:11]1([CH2:14][N:15]2[C:23](=[O:24])[C:22]3[C:17](=[CH:18][CH:19]=[CH:20][CH:21]=3)[C:16]2=[O:25])[CH2:13][CH2:12]1)(C(C)(C)C)(C)C.Cl. The catalyst is C1COCC1.[NH4+].[Cl-]. The product is [OH:8][CH2:9][CH2:10][C:11]1([CH2:14][N:15]2[C:16](=[O:25])[C:17]3[C:22](=[CH:21][CH:20]=[CH:19][CH:18]=3)[C:23]2=[O:24])[CH2:13][CH2:12]1. The yield is 0.880. (2) The reactants are [CH2:1]([O:3][C:4]([C:6]1[C:10]([CH3:11])=[C:9]([C:12]2[CH:17]=[CH:16][CH:15]=[C:14]([N+:18]([O-])=O)[C:13]=2[O:21][CH3:22])[N:8]([CH3:23])[C:7]=1[CH3:24])=[O:5])[CH3:2].C(N)=O. The catalyst is C(OCC)(=O)C.[Pd]. The product is [CH2:1]([O:3][C:4]([C:6]1[C:10]([CH3:11])=[C:9]([C:12]2[CH:17]=[CH:16][CH:15]=[C:14]([NH2:18])[C:13]=2[O:21][CH3:22])[N:8]([CH3:23])[C:7]=1[CH3:24])=[O:5])[CH3:2]. The yield is 0.860. (3) The reactants are [F:1][C:2]1[C:3]([O:13]C)=[CH:4][CH:5]=[C:6]2[C:11]=1[N:10]=[C:9]([CH3:12])[CH:8]=[CH:7]2.B(Br)(Br)Br.[OH-].[Na+]. The catalyst is ClCCl. The product is [F:1][C:2]1[C:3]([OH:13])=[CH:4][CH:5]=[C:6]2[C:11]=1[N:10]=[C:9]([CH3:12])[CH:8]=[CH:7]2. The yield is 1.00. (4) The reactants are [C:1]([O:9][CH2:10][CH:11]=[CH2:12])(=[O:8])[C:2]1[CH:7]=[CH:6][CH:5]=[CH:4][CH:3]=1.[CH3:13][C:14]1([CH3:21])[C:18]([CH3:20])([CH3:19])[O:17][BH:16][O:15]1. The catalyst is ClCCl.C1C=CC(P(C2C=CC=CC=2)C2C=CC=CC=2)=CC=1.C1C=CC(P(C2C=CC=CC=2)C2C=CC=CC=2)=CC=1.C1C=CC(P(C2C=CC=CC=2)C2C=CC=CC=2)=CC=1.[Cl-].[Rh]. The product is [C:1]([O:9][CH2:10][CH2:11][CH2:12][B:16]1[O:17][C:18]([CH3:20])([CH3:19])[C:14]([CH3:21])([CH3:13])[O:15]1)(=[O:8])[C:2]1[CH:7]=[CH:6][CH:5]=[CH:4][CH:3]=1. The yield is 0.530.